This data is from HIV replication inhibition screening data with 41,000+ compounds from the AIDS Antiviral Screen. The task is: Binary Classification. Given a drug SMILES string, predict its activity (active/inactive) in a high-throughput screening assay against a specified biological target. The compound is COC(=O)C(C(=O)C(=O)Nc1cccc([N+](=O)[O-])c1)c1nc2ccc([N+](=O)[O-])cc2nc1O. The result is 0 (inactive).